From a dataset of Forward reaction prediction with 1.9M reactions from USPTO patents (1976-2016). Predict the product of the given reaction. Given the reactants Cl.[CH3:2][CH:3]([C@@H:5]1[CH2:10][O:9][CH2:8][CH2:7][NH:6]1)[CH3:4].[Cl:11][C:12]1[CH:17]=[C:16](Cl)[N:15]=[C:14]([NH2:19])[N:13]=1.CCN(C(C)C)C(C)C, predict the reaction product. The product is: [Cl:11][C:12]1[CH:17]=[C:16]([N:6]2[CH2:7][CH2:8][O:9][CH2:10][C@H:5]2[CH:3]([CH3:4])[CH3:2])[N:15]=[C:14]([NH2:19])[N:13]=1.